Dataset: Full USPTO retrosynthesis dataset with 1.9M reactions from patents (1976-2016). Task: Predict the reactants needed to synthesize the given product. (1) The reactants are: [Cl:1][C:2]1[C:7]2=[N:8][CH:9]=[C:10]([O:12][CH2:13][C:14]3OC=C[N:18]=3)[N:11]=[C:6]2[CH:5]=[CH:4][N:3]=1.ClC1N=C2C=CN=C(Cl)C2=NC=1.CC1[S:36][C:35]([CH2:37]O)=[N:34]N=1. Given the product [Cl:1][C:2]1[C:7]2=[N:8][CH:9]=[C:10]([O:12][CH2:13][C:14]3[S:36][C:35]([CH3:37])=[N:34][N:18]=3)[N:11]=[C:6]2[CH:5]=[CH:4][N:3]=1, predict the reactants needed to synthesize it. (2) Given the product [CH2:1]([O:8][C:9](=[O:29])[C@@H:10]([NH:11][C:12]([O:14][C:15]([CH3:16])([CH3:18])[CH3:17])=[O:13])[CH2:19][C:20]1[C:28]2[C:23](=[CH:24][CH:25]=[CH:26][CH:27]=2)[N:22]([CH2:31][CH3:32])[CH:21]=1)[C:2]1[CH:7]=[CH:6][CH:5]=[CH:4][CH:3]=1, predict the reactants needed to synthesize it. The reactants are: [CH2:1]([O:8][C:9](=[O:29])[C@H:10]([CH2:19][C:20]1[C:28]2[C:23](=[CH:24][CH:25]=[CH:26][CH:27]=2)[NH:22][CH:21]=1)[NH:11][C:12]([O:14][C:15]([CH3:18])([CH3:17])[CH3:16])=[O:13])[C:2]1[CH:7]=[CH:6][CH:5]=[CH:4][CH:3]=1.I[CH2:31][CH3:32].C(=O)([O-])[O-].[Cs+].[Cs+]. (3) Given the product [CH3:11][C:12]1[CH:18]=[CH:17][C:15]([NH:16][C:7](=[NH:8])[C:6]2[CH:9]=[CH:10][C:3]([S:2][CH3:1])=[CH:4][CH:5]=2)=[CH:14][CH:13]=1, predict the reactants needed to synthesize it. The reactants are: [CH3:1][S:2][C:3]1[CH:10]=[CH:9][C:6]([C:7]#[N:8])=[CH:5][CH:4]=1.[CH3:11][C:12]1[CH:18]=[CH:17][C:15]([NH2:16])=[CH:14][CH:13]=1. (4) Given the product [N+:1]([C:4]1[CH:11]=[CH:10][C:7]([CH2:8][S:12]([O-:15])(=[O:14])=[O:13])=[CH:6][CH:5]=1)([O-:3])=[O:2].[Na+:16], predict the reactants needed to synthesize it. The reactants are: [N+:1]([C:4]1[CH:11]=[CH:10][C:7]([CH2:8]Br)=[CH:6][CH:5]=1)([O-:3])=[O:2].[S:12]([O-:15])([O-:14])=[O:13].[Na+:16].[Na+]. (5) Given the product [Cl:1][C:2]1[CH:3]=[N:4][C:5]2[N:6]([N:8]=[C:9]([C:11]([N:16]3[CH2:17][CH2:18][C:19]4[C:24](=[CH:23][CH:22]=[C:21]([NH:25][C:26](=[O:28])[CH3:27])[CH:20]=4)[N:15]3[CH3:14])=[O:13])[CH:10]=2)[CH:7]=1, predict the reactants needed to synthesize it. The reactants are: [Cl:1][C:2]1[CH:3]=[N:4][C:5]2[N:6]([N:8]=[C:9]([C:11]([OH:13])=O)[CH:10]=2)[CH:7]=1.[CH3:14][N:15]1[C:24]2[C:19](=[CH:20][C:21]([NH:25][C:26](=[O:28])[CH3:27])=[CH:22][CH:23]=2)[CH2:18][CH2:17][NH:16]1. (6) Given the product [CH:7]1([O:12][C:13]2[CH:21]=[CH:20][C:1]([C:2]([Cl:4])=[O:3])=[CH:15][CH:14]=2)[CH2:11][CH2:10][CH2:9][CH2:8]1, predict the reactants needed to synthesize it. The reactants are: [C:1](Cl)(=O)[C:2]([Cl:4])=[O:3].[CH:7]1([O:12][C:13]2[CH:21]=[CH:20]C(C(O)=O)=[CH:15][CH:14]=2)[CH2:11][CH2:10][CH2:9][CH2:8]1. (7) Given the product [Cl:3][C:4]1[CH:5]=[C:6]([CH:10]=[CH:11][C:12]=1[O:13][CH3:14])[C:7]([NH:29][CH2:30][C:31]1[CH:50]=[CH:49][CH:48]=[C:33]([C:34](=[O:35])[NH:36][C:37]2[CH:46]=[C:45]3[C:40]([CH2:41][CH2:42][N:43]([CH3:47])[CH2:44]3)=[CH:39][CH:38]=2)[CH:32]=1)=[O:9], predict the reactants needed to synthesize it. The reactants are: Cl.Cl.[Cl:3][C:4]1[CH:5]=[C:6]([CH:10]=[CH:11][C:12]=1[O:13][CH3:14])[C:7]([OH:9])=O.C(Cl)CCl.C1C=CC2N(O)N=NC=2C=1.[NH2:29][CH2:30][C:31]1[CH:32]=[C:33]([CH:48]=[CH:49][CH:50]=1)[C:34]([NH:36][C:37]1[CH:46]=[C:45]2[C:40]([CH2:41][CH2:42][N:43]([CH3:47])[CH2:44]2)=[CH:39][CH:38]=1)=[O:35]. (8) The reactants are: [Cl:1][C:2]1[C:3]([CH2:31][N:32]2[CH2:37][CH2:36][CH2:35][C@@H:34]([NH:38]C(=O)OC(C)(C)C)[CH2:33]2)=[C:4]([C:27]([F:30])([F:29])[F:28])[CH:5]=[C:6]2[C:11]=1[NH:10][C:9](=[O:12])[N:8]([CH2:13][C:14]1[CH:19]=[C:18]([CH3:20])[CH:17]=[CH:16][C:15]=1[S:21]([CH2:24][CH3:25])(=[O:23])=[O:22])[C:7]2=[O:26]. Given the product [NH2:38][C@@H:34]1[CH2:35][CH2:36][CH2:37][N:32]([CH2:31][C:3]2[C:2]([Cl:1])=[C:11]3[C:6]([C:7](=[O:26])[N:8]([CH2:13][C:14]4[CH:19]=[C:18]([CH3:20])[CH:17]=[CH:16][C:15]=4[S:21]([CH2:24][CH3:25])(=[O:22])=[O:23])[C:9](=[O:12])[NH:10]3)=[CH:5][C:4]=2[C:27]([F:28])([F:29])[F:30])[CH2:33]1, predict the reactants needed to synthesize it. (9) The reactants are: Br[C:2]1[C:10]2[N:9]3[CH2:11][CH2:12][NH:13][C:14](=[O:15])[C:8]3=[CH:7][C:6]=2[CH:5]=[C:4]([C:16]#[N:17])[CH:3]=1.[NH:18]1[CH2:23][CH2:22][O:21][CH2:20][CH2:19]1. Given the product [N:18]1([C:2]2[C:10]3[N:9]4[CH2:11][CH2:12][NH:13][C:14](=[O:15])[C:8]4=[CH:7][C:6]=3[CH:5]=[C:4]([C:16]#[N:17])[CH:3]=2)[CH2:23][CH2:22][O:21][CH2:20][CH2:19]1, predict the reactants needed to synthesize it. (10) Given the product [CH2:1]([O:8][C:9]([C:11]1[CH:12]=[C:13]2[C:17](=[CH:18][CH:19]=1)[N:16]([CH2:20][CH:21]([OH:22])[CH2:23][O:52][C:49]1[CH:50]=[CH:51][C:46]([CH2:38][CH2:39][CH2:40][CH2:41][CH2:42][CH2:43][CH2:44][CH3:45])=[CH:47][CH:48]=1)[CH:15]=[C:14]2[C:24](=[O:37])[CH2:25][CH2:26][C:27]([O:29][CH2:30][C:31]1[CH:36]=[CH:35][CH:34]=[CH:33][CH:32]=1)=[O:28])=[O:10])[C:2]1[CH:3]=[CH:4][CH:5]=[CH:6][CH:7]=1, predict the reactants needed to synthesize it. The reactants are: [CH2:1]([O:8][C:9]([C:11]1[CH:12]=[C:13]2[C:17](=[CH:18][CH:19]=1)[N:16]([CH2:20][CH:21]1[CH2:23][O:22]1)[CH:15]=[C:14]2[C:24](=[O:37])[CH2:25][CH2:26][C:27]([O:29][CH2:30][C:31]1[CH:36]=[CH:35][CH:34]=[CH:33][CH:32]=1)=[O:28])=[O:10])[C:2]1[CH:7]=[CH:6][CH:5]=[CH:4][CH:3]=1.[CH2:38]([C:46]1[CH:51]=[CH:50][C:49]([OH:52])=[CH:48][CH:47]=1)[CH2:39][CH2:40][CH2:41][CH2:42][CH2:43][CH2:44][CH3:45].